This data is from NCI-60 drug combinations with 297,098 pairs across 59 cell lines. The task is: Regression. Given two drug SMILES strings and cell line genomic features, predict the synergy score measuring deviation from expected non-interaction effect. (1) Drug 2: C1=NNC2=C1C(=O)NC=N2. Cell line: M14. Synergy scores: CSS=6.56, Synergy_ZIP=-6.94, Synergy_Bliss=-9.64, Synergy_Loewe=-15.6, Synergy_HSA=-10.5. Drug 1: C1=CC(=CC=C1CCCC(=O)O)N(CCCl)CCCl. (2) Drug 1: CC1CCC2CC(C(=CC=CC=CC(CC(C(=O)C(C(C(=CC(C(=O)CC(OC(=O)C3CCCCN3C(=O)C(=O)C1(O2)O)C(C)CC4CCC(C(C4)OC)O)C)C)O)OC)C)C)C)OC. Drug 2: C(CN)CNCCSP(=O)(O)O. Cell line: NCI/ADR-RES. Synergy scores: CSS=15.1, Synergy_ZIP=-6.49, Synergy_Bliss=-3.29, Synergy_Loewe=-28.8, Synergy_HSA=-2.04. (3) Drug 1: C1=NC(=NC(=O)N1C2C(C(C(O2)CO)O)O)N. Drug 2: CN(CCCl)CCCl.Cl. Cell line: RXF 393. Synergy scores: CSS=20.6, Synergy_ZIP=-3.32, Synergy_Bliss=-0.307, Synergy_Loewe=-1.77, Synergy_HSA=2.48. (4) Drug 1: CC1=CC=C(C=C1)C2=CC(=NN2C3=CC=C(C=C3)S(=O)(=O)N)C(F)(F)F. Drug 2: CC(C)CN1C=NC2=C1C3=CC=CC=C3N=C2N. Cell line: HT29. Synergy scores: CSS=-0.806, Synergy_ZIP=2.65, Synergy_Bliss=2.70, Synergy_Loewe=-1.40, Synergy_HSA=-0.834. (5) Drug 1: CC1C(C(CC(O1)OC2CC(CC3=C2C(=C4C(=C3O)C(=O)C5=C(C4=O)C(=CC=C5)OC)O)(C(=O)C)O)N)O.Cl. Drug 2: CN1C2=C(C=C(C=C2)N(CCCl)CCCl)N=C1CCCC(=O)O.Cl. Cell line: SK-MEL-5. Synergy scores: CSS=27.0, Synergy_ZIP=1.90, Synergy_Bliss=7.94, Synergy_Loewe=-13.5, Synergy_HSA=3.26. (6) Cell line: SN12C. Drug 1: CC1=C2C(C(=O)C3(C(CC4C(C3C(C(C2(C)C)(CC1OC(=O)C(C(C5=CC=CC=C5)NC(=O)OC(C)(C)C)O)O)OC(=O)C6=CC=CC=C6)(CO4)OC(=O)C)OC)C)OC. Drug 2: CC(CN1CC(=O)NC(=O)C1)N2CC(=O)NC(=O)C2. Synergy scores: CSS=57.8, Synergy_ZIP=5.20, Synergy_Bliss=3.81, Synergy_Loewe=6.04, Synergy_HSA=8.87. (7) Drug 1: C1=CC(=CC=C1CCC2=CNC3=C2C(=O)NC(=N3)N)C(=O)NC(CCC(=O)O)C(=O)O. Drug 2: C1=C(C(=O)NC(=O)N1)F. Cell line: 786-0. Synergy scores: CSS=29.3, Synergy_ZIP=-8.12, Synergy_Bliss=-7.77, Synergy_Loewe=0.873, Synergy_HSA=1.77. (8) Drug 1: C1=CC=C(C=C1)NC(=O)CCCCCCC(=O)NO. Drug 2: C1CC(C1)(C2=CC=C(C=C2)C3=C(C=C4C(=N3)C=CN5C4=NNC5=O)C6=CC=CC=C6)N. Cell line: HT29. Synergy scores: CSS=76.5, Synergy_ZIP=8.60, Synergy_Bliss=9.28, Synergy_Loewe=12.0, Synergy_HSA=15.1. (9) Drug 1: CC1C(C(CC(O1)OC2CC(CC3=C2C(=C4C(=C3O)C(=O)C5=C(C4=O)C(=CC=C5)OC)O)(C(=O)C)O)N)O.Cl. Drug 2: C1CCC(C(C1)N)N.C(=O)(C(=O)[O-])[O-].[Pt+4]. Cell line: KM12. Synergy scores: CSS=26.3, Synergy_ZIP=1.25, Synergy_Bliss=-0.813, Synergy_Loewe=6.58, Synergy_HSA=6.89. (10) Drug 1: C1CCN(CC1)CCOC2=CC=C(C=C2)C(=O)C3=C(SC4=C3C=CC(=C4)O)C5=CC=C(C=C5)O. Synergy scores: CSS=7.12, Synergy_ZIP=-2.76, Synergy_Bliss=-3.06, Synergy_Loewe=-4.70, Synergy_HSA=-3.10. Drug 2: CN1CCC(CC1)COC2=C(C=C3C(=C2)N=CN=C3NC4=C(C=C(C=C4)Br)F)OC. Cell line: OVCAR-4.